Dataset: Peptide-MHC class I binding affinity with 185,985 pairs from IEDB/IMGT. Task: Regression. Given a peptide amino acid sequence and an MHC pseudo amino acid sequence, predict their binding affinity value. This is MHC class I binding data. (1) The peptide sequence is CRAPRRQGCW. The MHC is Mamu-B08 with pseudo-sequence Mamu-B08. The binding affinity (normalized) is 0.409. (2) The peptide sequence is YTYGAGSYF. The MHC is HLA-B46:01 with pseudo-sequence HLA-B46:01. The binding affinity (normalized) is 0.411. (3) The peptide sequence is HSYLWDHQM. The MHC is HLA-A02:19 with pseudo-sequence HLA-A02:19. The binding affinity (normalized) is 0.0847. (4) The peptide sequence is PLTFGWCYKL. The MHC is HLA-A26:01 with pseudo-sequence HLA-A26:01. The binding affinity (normalized) is 0. (5) The peptide sequence is GEIFGLLGP. The MHC is HLA-B39:01 with pseudo-sequence HLA-B39:01. The binding affinity (normalized) is 0.366. (6) The peptide sequence is YIEDELRRAA. The MHC is HLA-A02:06 with pseudo-sequence HLA-A02:06. The binding affinity (normalized) is 0.508.